Dataset: Peptide-MHC class II binding affinity with 134,281 pairs from IEDB. Task: Regression. Given a peptide amino acid sequence and an MHC pseudo amino acid sequence, predict their binding affinity value. This is MHC class II binding data. (1) The MHC is HLA-DPA10103-DPB10401 with pseudo-sequence HLA-DPA10103-DPB10401. The peptide sequence is ATATATSAVGAPTGA. The binding affinity (normalized) is 0. (2) The peptide sequence is DEPTLLYVLFEVFDV. The MHC is HLA-DQA10501-DQB10201 with pseudo-sequence HLA-DQA10501-DQB10201. The binding affinity (normalized) is 0.103.